Dataset: Forward reaction prediction with 1.9M reactions from USPTO patents (1976-2016). Task: Predict the product of the given reaction. (1) Given the reactants C1([C:7]2O[N:10]=[C:9]([NH2:12])[N:8]=2)C=CC=CC=1.[NH2:13][C:14]1[CH:19]=[CH:18][CH:17]=[CH:16][C:15]=1[C:20]([F:23])([F:22])[F:21], predict the reaction product. The product is: [F:23][C:20]([F:21])([F:22])[C:15]1[CH:16]=[CH:17][CH:18]=[CH:19][C:14]=1[N:13]1[CH:7]=[N:8][C:9]([NH2:12])=[N:10]1. (2) Given the reactants Br[C:2]1[CH:7]=[CH:6][C:5]([C:8]2[N:12]=[C:11]([CH3:13])[O:10][N:9]=2)=[CH:4][C:3]=1[CH3:14].[CH3:15][C:16]1[CH:21]=[CH:20][C:19]([NH:22][C:23]([C:25]2[CH:29]=[CH:28][O:27][CH:26]=2)=[O:24])=[CH:18][C:17]=1B1OC(C)(C)C(C)(C)O1, predict the reaction product. The product is: [CH3:15][C:16]1[C:17]([C:2]2[CH:7]=[CH:6][C:5]([C:8]3[N:12]=[C:11]([CH3:13])[O:10][N:9]=3)=[CH:4][C:3]=2[CH3:14])=[CH:18][C:19]([NH:22][C:23]([C:25]2[CH:29]=[CH:28][O:27][CH:26]=2)=[O:24])=[CH:20][CH:21]=1. (3) Given the reactants [OH:1][C:2]1[N:6]([C:7]2[CH:12]=[C:11]([C:13]#[N:14])[CH:10]=[CH:9][N:8]=2)[N:5]=[CH:4][CH:3]=1.[CH3:15][CH:16]([O:19][C:20]1[CH:25]=[C:24]([Cl:26])[CH:23]=[CH:22][C:21]=1[CH2:27]O)[CH2:17][CH3:18], predict the reaction product. The product is: [CH3:15][CH:16]([O:19][C:20]1[CH:25]=[C:24]([Cl:26])[CH:23]=[CH:22][C:21]=1[CH2:27][O:1][C:2]1[N:6]([C:7]2[CH:12]=[C:11]([C:13]#[N:14])[CH:10]=[CH:9][N:8]=2)[N:5]=[CH:4][CH:3]=1)[CH2:17][CH3:18]. (4) Given the reactants [Cl:1][C:2]1[CH:7]=[CH:6][C:5]([Cl:8])=[CH:4][C:3]=1[CH2:9][S:10]([C:13]1[CH:14]=[C:15]2[C:19](=[CH:20][CH:21]=1)[NH:18][C:17](=[O:22])/[C:16]/2=[CH:23]\[C:24]1[NH:28][C:27]([CH3:29])=[C:26]([C:30](O)=[O:31])[C:25]=1[CH3:33])(=[O:12])=[O:11].[N:34]1([CH:39]2[CH2:44][CH2:43][NH:42][CH2:41][CH2:40]2)[CH2:38][CH2:37][CH2:36][CH2:35]1.C1C=CC2N(O)N=NC=2C=1.CCN=C=NCCCN(C)C.Cl, predict the reaction product. The product is: [Cl:1][C:2]1[CH:7]=[CH:6][C:5]([Cl:8])=[CH:4][C:3]=1[CH2:9][S:10]([C:13]1[CH:14]=[C:15]2[C:19](=[CH:20][CH:21]=1)[NH:18][C:17](=[O:22])/[C:16]/2=[CH:23]\[C:24]1[NH:28][C:27]([CH3:29])=[C:26]([C:30]([N:42]2[CH2:43][CH2:44][CH:39]([N:34]3[CH2:38][CH2:37][CH2:36][CH2:35]3)[CH2:40][CH2:41]2)=[O:31])[C:25]=1[CH3:33])(=[O:12])=[O:11]. (5) Given the reactants [Cl:1][C:2]1[C:11]([CH2:12][N:13]2[C:21]3[C:16](=[CH:17][CH:18]=[CH:19][CH:20]=3)[C:15]([C:22]3[N:27]=[C:26]([NH:28][C:29]4[CH:34]=[CH:33][N:32]=[CH:31][CH:30]=4)[C:25]([O:35][CH3:36])=[CH:24][N:23]=3)=[N:14]2)=[C:10]([Cl:37])[CH:9]=[CH:8][C:3]=1[C:4](OC)=[O:5].[H-].[Al+3].[Li+].[H-].[H-].[H-], predict the reaction product. The product is: [Cl:1][C:2]1[C:11]([CH2:12][N:13]2[C:21]3[C:16](=[CH:17][CH:18]=[CH:19][CH:20]=3)[C:15]([C:22]3[N:27]=[C:26]([NH:28][C:29]4[CH:34]=[CH:33][N:32]=[CH:31][CH:30]=4)[C:25]([O:35][CH3:36])=[CH:24][N:23]=3)=[N:14]2)=[C:10]([Cl:37])[CH:9]=[CH:8][C:3]=1[CH2:4][OH:5].